This data is from Forward reaction prediction with 1.9M reactions from USPTO patents (1976-2016). The task is: Predict the product of the given reaction. (1) Given the reactants CC1(C)[N:6]2[C:7](=[O:12])[C@H:8]3[CH2:11][C@H:9]3[CH2:10][C@H:5]2[CH2:4][O:3]1.O, predict the reaction product. The product is: [OH:3][CH2:4][C@@H:5]1[CH2:10][C@H:9]2[C@H:8]([CH2:11]2)[C:7](=[O:12])[NH:6]1. (2) The product is: [CH3:9][S:8][C:5]1[CH:6]=[CH:7][C:2]([N:10]2[C:18]3[C:13](=[CH:14][CH:15]=[C:16]([C:19]([O:21][CH3:22])=[O:20])[CH:17]=3)[CH:12]=[CH:11]2)=[CH:3][CH:4]=1. Given the reactants Br[C:2]1[CH:7]=[CH:6][C:5]([S:8][CH3:9])=[CH:4][CH:3]=1.[NH:10]1[C:18]2[C:13](=[CH:14][CH:15]=[C:16]([C:19]([O:21][CH3:22])=[O:20])[CH:17]=2)[CH:12]=[CH:11]1, predict the reaction product. (3) Given the reactants [CH3:1][N:2]([S:22]([C:25]1[S:26][CH:27]=[CH:28][CH:29]=1)(=[O:24])=[O:23])[C:3]1[CH:4]=[CH:5][CH:6]=[C:7]2[C:11]=1[NH:10][C:9]([C:12]1[S:13][C:14]([CH2:17][CH2:18][C:19](O)=[O:20])=[CH:15][N:16]=1)=[CH:8]2.C(N1C=CN=C1)(N1C=CN=C1)=O.[CH3:42][S:43]([NH2:46])(=[O:45])=[O:44].C1CCN2C(=NCCC2)CC1, predict the reaction product. The product is: [CH3:42][S:43]([NH:46][C:19](=[O:20])[CH2:18][CH2:17][C:14]1[S:13][C:12]([C:9]2[NH:10][C:11]3[C:7]([CH:8]=2)=[CH:6][CH:5]=[CH:4][C:3]=3[N:2]([CH3:1])[S:22]([C:25]2[S:26][CH:27]=[CH:28][CH:29]=2)(=[O:23])=[O:24])=[N:16][CH:15]=1)(=[O:45])=[O:44]. (4) The product is: [CH3:11][C:9]1[CH:10]=[C:5]2[N:4]=[CH:3][C:2]([C:19]#[C:18][C:12]3[CH:17]=[CH:16][CH:15]=[CH:14][CH:13]=3)=[CH:7][N:6]2[N:8]=1. Given the reactants Br[C:2]1[CH:3]=[N:4][C:5]2[N:6]([N:8]=[C:9]([CH3:11])[CH:10]=2)[CH:7]=1.[C:12]1([C:18]#[CH:19])[CH:17]=[CH:16][CH:15]=[CH:14][CH:13]=1, predict the reaction product. (5) The product is: [NH2:12][C:13]1[N:14]=[C:15]([C:33]2[CH:34]=[CH:35][CH:36]=[CH:37][CH:38]=2)[C:16]([C:23]2[CH:24]=[CH:25][C:26](=[O:32])[N:27]([CH:29]([CH3:31])[CH3:30])[N:28]=2)=[N:17][C:18]=1[O:11][CH2:10][CH2:9][C:3]1[CH:8]=[CH:7][CH:6]=[CH:5][CH:4]=1. Given the reactants [H-].[Na+].[C:3]1([CH2:9][CH2:10][OH:11])[CH:8]=[CH:7][CH:6]=[CH:5][CH:4]=1.[NH2:12][C:13]1[N:14]=[C:15]([C:33]2[CH:38]=[CH:37][CH:36]=[CH:35][CH:34]=2)[C:16]([C:23]2[CH:24]=[CH:25][C:26](=[O:32])[N:27]([CH:29]([CH3:31])[CH3:30])[N:28]=2)=[N:17][C:18]=1S(C)(=O)=O.Cl, predict the reaction product. (6) Given the reactants Br[C:2]1[CH:10]=[C:9]([F:11])[CH:8]=[CH:7][C:3]=1[C:4]([OH:6])=[O:5].[F:12][C:13]1[CH:19]=[CH:18][CH:17]=[CH:16][C:14]=1[NH2:15].C(=O)([O-])[O-].[K+].[K+].C(OCCO)C, predict the reaction product. The product is: [F:11][C:9]1[CH:8]=[CH:7][C:3]([C:4]([OH:6])=[O:5])=[C:2]([NH:15][C:14]2[CH:16]=[CH:17][CH:18]=[CH:19][C:13]=2[F:12])[CH:10]=1. (7) Given the reactants C([O:5][C:6]([C:8]1[C:9]([C:14]2[CH:19]=[CH:18][C:17]([CH2:20][N:21]3[C:25]4[CH:26]=[C:27]([CH2:31][O:32][C:33]5[CH:38]=[CH:37][C:36]([NH:39][C:40]([CH2:42][O:43][C:44]6[CH:49]=[CH:48][C:47]([CH2:50][CH:51]7[S:55][C:54](=[O:56])[NH:53][C:52]7=[O:57])=[CH:46][CH:45]=6)=O)=[C:35]([N:58](C(OC(C)(C)C)=O)C)[CH:34]=5)[CH:28]=[C:29]([CH3:30])[C:24]=4[N:23]=[C:22]3[CH2:67][CH2:68][CH3:69])=[CH:16][CH:15]=2)=[CH:10][CH:11]=[CH:12][CH:13]=1)=[O:7])(C)(C)C.Cl.O1CCOC[CH2:72]1, predict the reaction product. The product is: [CH3:30][C:29]1[C:24]2[N:23]=[C:22]([CH2:67][CH2:68][CH3:69])[N:21]([CH2:20][C:17]3[CH:18]=[CH:19][C:14]([C:9]4[C:8]([C:6]([OH:5])=[O:7])=[CH:13][CH:12]=[CH:11][CH:10]=4)=[CH:15][CH:16]=3)[C:25]=2[CH:26]=[C:27]([CH:31]([O:32][C:33]2[CH:38]=[CH:37][C:36]3[N:39]=[C:40]([CH2:42][O:43][C:44]4[CH:49]=[CH:48][C:47]([CH2:50][CH:51]5[S:55][C:54](=[O:56])[NH:53][C:52]5=[O:57])=[CH:46][CH:45]=4)[NH:58][C:35]=3[CH:34]=2)[CH3:72])[CH:28]=1. (8) Given the reactants [Li][CH2:2]CCC.[F:6][C:7]1[CH:8]=[C:9]([CH:12]=[CH:13][C:14]=1[O:15][C:16]1[CH:21]=[CH:20][CH:19]=[C:18]([C:22]([F:25])([F:24])[F:23])[N:17]=1)[CH:10]=O, predict the reaction product. The product is: [F:6][C:7]1[CH:8]=[C:9]([CH:10]=[CH2:2])[CH:12]=[CH:13][C:14]=1[O:15][C:16]1[CH:21]=[CH:20][CH:19]=[C:18]([C:22]([F:25])([F:24])[F:23])[N:17]=1.